From a dataset of Full USPTO retrosynthesis dataset with 1.9M reactions from patents (1976-2016). Predict the reactants needed to synthesize the given product. (1) Given the product [F:14][CH:15]([F:19])[CH2:16][CH2:17][NH:18][C:2]1[C:10]([F:11])=[CH:9][C:8]([F:12])=[CH:7][C:3]=1[C:4]([OH:6])=[O:5], predict the reactants needed to synthesize it. The reactants are: Br[C:2]1[C:10]([F:11])=[CH:9][C:8]([F:12])=[CH:7][C:3]=1[C:4]([OH:6])=[O:5].Cl.[F:14][CH:15]([F:19])[CH2:16][CH2:17][NH2:18].C(=O)([O-])[O-].[K+].[K+].CN(C=O)C. (2) Given the product [F:34][C:30]1[CH:29]=[C:28](/[C:26](/[CH3:27])=[CH:25]/[N:6]2[C:7]3[CH:8]=[CH:9][C:10]([CH3:13])=[CH:11][C:12]=3[C:4]3[CH2:3][N:2]([CH3:1])[CH2:15][CH2:14][C:5]2=3)[CH:33]=[CH:32][CH:31]=1, predict the reactants needed to synthesize it. The reactants are: [CH3:1][N:2]1[CH2:15][CH2:14][C:5]2[NH:6][C:7]3[CH:8]=[CH:9][C:10]([CH3:13])=[CH:11][C:12]=3[C:4]=2[CH2:3]1.P([O-])([O-])([O-])=O.[K+].[K+].[K+].Br[CH:25]=[C:26]([C:28]1[CH:33]=[CH:32][CH:31]=[C:30]([F:34])[CH:29]=1)[CH3:27]. (3) Given the product [CH2:23]([N:14]1[CH2:15][CH2:16][CH:11]([C:8]2[CH:9]=[CH:10][C:2]([Cl:1])=[C:3]([CH:7]=2)[C:4]([NH2:6])=[O:5])[CH2:12][CH2:13]1)[C:24]1[CH:29]=[CH:28][CH:27]=[CH:26][CH:25]=1, predict the reactants needed to synthesize it. The reactants are: [Cl:1][C:2]1[CH:10]=[CH:9][C:8]([CH:11]2[CH2:16][CH2:15][NH:14][CH2:13][CH2:12]2)=[CH:7][C:3]=1[C:4]([NH2:6])=[O:5].C(=O)([O-])[O-].[K+].[K+].[CH2:23](Br)[C:24]1[CH:29]=[CH:28][CH:27]=[CH:26][CH:25]=1.O. (4) The reactants are: O.[F-].[CH2:3]([N+](CCCC)(CCCC)CCCC)[CH2:4][CH2:5]C.[CH3:20][C:21]1([CH3:55])[C@@H:51]([OH:52])[CH2:50][CH2:49][C@@:48]2([CH3:53])[C:22]1=[CH:23][CH:24]=[C:25]1[C@@H:47]2[CH2:46][CH2:45][C@@:44]2([CH3:54])[C@H:26]1[CH2:27][CH2:28][C@@H:29]2[C@@H:30]([CH2:32][O:33][Si](C(C)C)(C(C)C)C(C)C)[CH3:31].[O:56]1[CH2:60][CH2:59][CH2:58][CH2:57]1. Given the product [C:60]([OH:56])(=[O:33])[C:59]1[CH:5]=[CH:4][CH:3]=[CH:57][CH:58]=1.[CH3:55][C:21]1([CH3:20])[C@@H:51]([OH:52])[CH2:50][CH2:49][C@@:48]2([CH3:53])[C:22]1=[CH:23][CH:24]=[C:25]1[C@@H:47]2[CH2:46][CH2:45][C@@:44]2([CH3:54])[C@H:26]1[CH2:27][CH2:28][C@@H:29]2[C@H:30]([CH3:31])[CH2:32][OH:33], predict the reactants needed to synthesize it. (5) Given the product [N:14]1([CH2:13][CH2:12][N:11]2[CH2:10][CH2:9][S:8][C:7]3[CH:19]=[CH:20][C:4]([NH:1][C:27]([C:23]4[S:22][CH:26]=[CH:25][CH:24]=4)=[NH:28])=[CH:5][C:6]2=3)[CH2:18][CH2:17][CH2:16][CH2:15]1, predict the reactants needed to synthesize it. The reactants are: [N+:1]([C:4]1[CH:20]=[CH:19][C:7]2[S:8][CH2:9][CH2:10][N:11]([CH2:12][CH2:13][N:14]3[CH2:18][CH2:17][CH2:16][CH2:15]3)[C:6]=2[CH:5]=1)([O-])=O.I.[S:22]1[CH:26]=[CH:25][CH:24]=[C:23]1[C:27](SC)=[NH:28]. (6) Given the product [CH3:23][C@@H:24]1[CH2:29][CH2:28][CH2:27][N:26]([C:18]([C:12]2[S:13][C:14]3[CH2:15][CH2:16][O:17][C:8]4[CH:7]=[C:6]([C:4]5[CH:5]=[N:1][NH:2][CH:3]=5)[CH:22]=[CH:21][C:9]=4[C:10]=3[N:11]=2)=[O:19])[CH2:25]1, predict the reactants needed to synthesize it. The reactants are: [NH:1]1[CH:5]=[C:4]([C:6]2[CH:22]=[CH:21][C:9]3[C:10]4[N:11]=[C:12]([C:18](O)=[O:19])[S:13][C:14]=4[CH2:15][CH2:16][O:17][C:8]=3[CH:7]=2)[CH:3]=[N:2]1.[CH3:23][C@H:24]1[CH2:29][CH2:28][CH2:27][NH:26][CH2:25]1.